This data is from Forward reaction prediction with 1.9M reactions from USPTO patents (1976-2016). The task is: Predict the product of the given reaction. (1) Given the reactants [CH2:1]([O:8][C:9]1[C:13]([C:14](OCC)=[O:15])=[CH:12][N:11]([CH2:19][CH3:20])[N:10]=1)[C:2]1[CH:7]=[CH:6][CH:5]=[CH:4][CH:3]=1.[H-].[Al+3].[Li+].[H-].[H-].[H-].Cl, predict the reaction product. The product is: [CH2:1]([O:8][C:9]1[C:13]([CH2:14][OH:15])=[CH:12][N:11]([CH2:19][CH3:20])[N:10]=1)[C:2]1[CH:7]=[CH:6][CH:5]=[CH:4][CH:3]=1. (2) Given the reactants [CH2:1]([C:3]1[O:7][C:6]2[C:8]([C:17](OC)=[O:18])=[C:9]3[CH2:13][C:12]([CH3:15])([CH3:14])[O:11][C:10]3=[CH:16][C:5]=2[CH:4]=1)[CH3:2].CC(C[AlH]CC(C)C)C, predict the reaction product. The product is: [CH2:1]([C:3]1[O:7][C:6]2[C:8]([CH2:17][OH:18])=[C:9]3[CH2:13][C:12]([CH3:15])([CH3:14])[O:11][C:10]3=[CH:16][C:5]=2[CH:4]=1)[CH3:2]. (3) Given the reactants Br[CH:2]([CH:15]([CH3:17])[CH3:16])[CH2:3][N-:4][C:5]1[CH:10]=[CH:9][C:8]([N+:11]([O-:13])=[O:12])=[CH:7][C:6]=1[OH:14].C(=O)([O-])[O-:19].[K+].[K+].C(OCC)(=O)C.O, predict the reaction product. The product is: [CH:15]([CH:2]1[C:3](=[O:19])[NH:4][C:5]2[CH:10]=[CH:9][C:8]([N+:11]([O-:13])=[O:12])=[CH:7][C:6]=2[O:14]1)([CH3:17])[CH3:16]. (4) Given the reactants [H-].[Na+].[CH2:3]([O:5][C:6](=[O:15])[CH2:7][C:8]1[CH:13]=[C:12]([Br:14])[CH:11]=[CH:10][N:9]=1)[CH3:4].Br[CH2:17][CH2:18]Br, predict the reaction product. The product is: [CH2:3]([O:5][C:6]([C:7]1([C:8]2[CH:13]=[C:12]([Br:14])[CH:11]=[CH:10][N:9]=2)[CH2:18][CH2:17]1)=[O:15])[CH3:4].